From a dataset of NCI-60 drug combinations with 297,098 pairs across 59 cell lines. Regression. Given two drug SMILES strings and cell line genomic features, predict the synergy score measuring deviation from expected non-interaction effect. Drug 1: C1=CC(=CC=C1CC(C(=O)O)N)N(CCCl)CCCl.Cl. Drug 2: COCCOC1=C(C=C2C(=C1)C(=NC=N2)NC3=CC=CC(=C3)C#C)OCCOC.Cl. Cell line: NCI-H322M. Synergy scores: CSS=25.9, Synergy_ZIP=7.27, Synergy_Bliss=7.53, Synergy_Loewe=-16.1, Synergy_HSA=4.49.